This data is from Forward reaction prediction with 1.9M reactions from USPTO patents (1976-2016). The task is: Predict the product of the given reaction. (1) Given the reactants [CH:1]1([CH2:7][C:8]2[NH:12][C:11]([C:13]([O:15]C)=[O:14])=[CH:10][C:9]=2[C:17]2[CH:22]=[C:21]([C:23]([CH3:26])([CH3:25])[CH3:24])[CH:20]=[C:19]([C:27]([CH3:30])([CH3:29])[CH3:28])[CH:18]=2)[CH2:6][CH2:5][CH2:4][CH2:3][CH2:2]1.[OH-].[Na+].Cl, predict the reaction product. The product is: [CH:1]1([CH2:7][C:8]2[NH:12][C:11]([C:13]([OH:15])=[O:14])=[CH:10][C:9]=2[C:17]2[CH:22]=[C:21]([C:23]([CH3:25])([CH3:24])[CH3:26])[CH:20]=[C:19]([C:27]([CH3:30])([CH3:29])[CH3:28])[CH:18]=2)[CH2:6][CH2:5][CH2:4][CH2:3][CH2:2]1. (2) Given the reactants [F:1][C:2]1[C:7]([C:8]2[CH:13]=[CH:12][CH:11]=[C:10]([CH3:14])[CH:9]=2)=[C:6]([C@:15]([C@@H:23]2[CH2:28][CH2:27][CH2:26][N:25]([C:29]([NH:31][C@H:32]3[CH2:37][CH2:36][CH2:35][N:34](C(OC(C)(C)C)=O)[CH2:33]3)=[O:30])[CH2:24]2)([OH:22])[CH2:16][CH2:17][CH2:18][CH2:19][O:20][CH3:21])[CH:5]=[CH:4][CH:3]=1, predict the reaction product. The product is: [F:1][C:2]1[C:7]([C:8]2[CH:13]=[CH:12][CH:11]=[C:10]([CH3:14])[CH:9]=2)=[C:6]([C@:15]([C@@H:23]2[CH2:28][CH2:27][CH2:26][N:25]([C:29]([NH:31][CH:32]3[CH2:37][CH2:36][CH2:35][NH:34][CH2:33]3)=[O:30])[CH2:24]2)([OH:22])[CH2:16][CH2:17][CH2:18][CH2:19][O:20][CH3:21])[CH:5]=[CH:4][CH:3]=1. (3) Given the reactants [Cl:1][C:2]1[CH:3]=[C:4]([C:9](=[O:11])[CH3:10])[CH:5]=[CH:6][C:7]=1[OH:8].[C:12]1(P(C2C=CC=CC=2)C2C=CC=CC=2)[CH:17]=CC=C[CH:13]=1.CC(OC(/N=N/C(OC(C)C)=O)=O)C.CC(O)C, predict the reaction product. The product is: [Cl:1][C:2]1[CH:3]=[C:4]([C:9](=[O:11])[CH3:10])[CH:5]=[CH:6][C:7]=1[O:8][CH:12]([CH3:17])[CH3:13]. (4) Given the reactants [NH2:1][C:2]1[CH:10]=[CH:9][C:8]([N+:11]([O-])=O)=[CH:7][C:3]=1[C:4]([OH:6])=O.[CH3:14][NH2:15].[N:16]1([CH2:21][CH2:22][CH2:23][O:24][C:25]2[CH:32]=[CH:31][C:28]([CH:29]=O)=[CH:27][CH:26]=2)[CH2:20][CH2:19][CH2:18][CH2:17]1.[CH3:33][S:34](Cl)(=[O:36])=[O:35], predict the reaction product. The product is: [CH3:14][N:15]1[C:4](=[O:6])[C:3]2[C:2](=[CH:10][CH:9]=[C:8]([NH:11][S:34]([CH3:33])(=[O:36])=[O:35])[CH:7]=2)[N:1]=[C:29]1[C:28]1[CH:31]=[CH:32][C:25]([O:24][CH2:23][CH2:22][CH2:21][N:16]2[CH2:20][CH2:19][CH2:18][CH2:17]2)=[CH:26][CH:27]=1. (5) Given the reactants [Cl:1][C:2]1[CH:11]=[CH:10][CH:9]=[C:8]2[C:3]=1[N:4]=[C:5]([C:13]1[CH:18]=[C:17]([F:19])[CH:16]=[CH:15][C:14]=1[Cl:20])[C:6]([CH3:12])=[N:7]2.[Br:21]N1C(C)(C)C(=O)N(Br)C1=O.C(Cl)(Cl)(Cl)Cl.C(OOC(=O)C1C=CC=CC=1)(=O)C1C=CC=CC=1, predict the reaction product. The product is: [Br:21][CH2:12][C:6]1[C:5]([C:13]2[CH:18]=[C:17]([F:19])[CH:16]=[CH:15][C:14]=2[Cl:20])=[N:4][C:3]2[C:8](=[CH:9][CH:10]=[CH:11][C:2]=2[Cl:1])[N:7]=1. (6) Given the reactants COC1C=CC(C[N:8]2[C:12]3[N:13]([CH2:29][CH:30]4[CH2:34][CH2:33][CH2:32][O:31]4)[CH2:14][CH2:15][C:16]4[S:20][C:19]([NH:21][C:22]5[N:27]=[C:26]([CH3:28])[CH:25]=[CH:24][N:23]=5)=[N:18][C:17]=4[C:11]=3[CH:10]=[N:9]2)=CC=1, predict the reaction product. The product is: [CH3:28][C:26]1[CH:25]=[CH:24][N:23]=[C:22]([NH:21][C:19]2[S:20][C:16]3[CH2:15][CH2:14][N:13]([CH2:29][CH:30]4[CH2:34][CH2:33][CH2:32][O:31]4)[C:12]4=[N:8][NH:9][CH:10]=[C:11]4[C:17]=3[N:18]=2)[N:27]=1. (7) The product is: [CH3:13][O:14][C:15]1[CH:21]=[CH:20][C:19]([CH2:22][S:23]([CH2:26][CH2:27][C:28]2[C:29]([O:38][CH3:39])=[CH:30][C:31]([O:36][CH3:37])=[CH:32][C:33]=2[O:34][CH3:35])(=[O:25])=[O:24])=[CH:18][C:16]=1[N:17]([CH2:43][C:41]([O:2][CH3:1])=[O:42])[CH2:10][C:9]([O:8][CH3:7])=[O:12]. Given the reactants [C:1](=O)([O-])[O-:2].[K+].[K+].[CH3:7][O:8][C:9](=[O:12])[CH2:10]I.[CH3:13][O:14][C:15]1[CH:21]=[CH:20][C:19]([CH2:22][S:23]([CH2:26][CH2:27][C:28]2[C:33]([O:34][CH3:35])=[CH:32][C:31]([O:36][CH3:37])=[CH:30][C:29]=2[O:38][CH3:39])(=[O:25])=[O:24])=[CH:18][C:16]=1[NH2:17].C[C:41]([CH3:43])=[O:42], predict the reaction product.